From a dataset of Catalyst prediction with 721,799 reactions and 888 catalyst types from USPTO. Predict which catalyst facilitates the given reaction. (1) Reactant: Br[CH2:2][CH2:3][CH2:4][CH2:5][CH2:6][CH2:7][CH2:8][C:9]1[CH:14]=[CH:13][CH:12]=[C:11]([O:15][CH2:16][C:17]2[CH:22]=[CH:21][CH:20]=[CH:19][CH:18]=2)[CH:10]=1.[O-:23][S:24]([O-:26])=[O:25].[Na+:27].[Na+].CCO. Product: [Na+:27].[CH2:16]([O:15][C:11]1[CH:10]=[C:9]([CH2:8][CH2:7][CH2:6][CH2:5][CH2:4][CH2:3][CH2:2][S:24]([O-:26])(=[O:25])=[O:23])[CH:14]=[CH:13][CH:12]=1)[C:17]1[CH:22]=[CH:21][CH:20]=[CH:19][CH:18]=1. The catalyst class is: 6. (2) Reactant: [C:1]([O:5][C:6]([NH:8][C@H:9]([CH2:12][O:13][CH2:14][C:15]1[CH:20]=[CH:19][CH:18]=[CH:17][CH:16]=1)[CH2:10][NH2:11])=[O:7])([CH3:4])([CH3:3])[CH3:2].[C:21]([O:25][C:26]([NH:28][C@@H:29]([CH2:32][O:33][CH2:34][C:35]1[CH:40]=[CH:39][CH:38]=[CH:37][CH:36]=1)[CH:30]=O)=[O:27])([CH3:24])([CH3:23])[CH3:22].C([BH3-])#N.[Na+].C(O)(=O)C. Product: [C:1]([O:5][C:6]([NH:8][C@H:9]([CH2:12][O:13][CH2:14][C:15]1[CH:16]=[CH:17][CH:18]=[CH:19][CH:20]=1)[CH2:10][NH:11][CH2:30][CH:29]([NH:28][C:26]([O:25][C:21]([CH3:22])([CH3:24])[CH3:23])=[O:27])[CH2:32][O:33][CH2:34][C:35]1[CH:36]=[CH:37][CH:38]=[CH:39][CH:40]=1)=[O:7])([CH3:4])([CH3:2])[CH3:3]. The catalyst class is: 8.